From a dataset of Catalyst prediction with 721,799 reactions and 888 catalyst types from USPTO. Predict which catalyst facilitates the given reaction. Reactant: [Br:1][C:2]1[CH:7]=[CH:6][C:5]([OH:8])=[CH:4][CH:3]=1.[H-].[Na+].[C:11](Cl)(=[O:14])[CH:12]=[CH2:13].O. Product: [C:11]([O:8][C:5]1[CH:6]=[CH:7][C:2]([Br:1])=[CH:3][CH:4]=1)(=[O:14])[CH:12]=[CH2:13]. The catalyst class is: 7.